Task: Regression. Given a peptide amino acid sequence and an MHC pseudo amino acid sequence, predict their binding affinity value. This is MHC class I binding data.. Dataset: Peptide-MHC class I binding affinity with 185,985 pairs from IEDB/IMGT (1) The peptide sequence is FMFNELLAL. The MHC is HLA-A68:02 with pseudo-sequence HLA-A68:02. The binding affinity (normalized) is 0.0847. (2) The peptide sequence is FHKKRVEPL. The MHC is HLA-B07:02 with pseudo-sequence HLA-B07:02. The binding affinity (normalized) is 0.0847. (3) The peptide sequence is SQMPPQKIM. The MHC is HLA-A26:02 with pseudo-sequence HLA-A26:02. The binding affinity (normalized) is 0.0847. (4) The MHC is HLA-A02:06 with pseudo-sequence HLA-A02:06. The peptide sequence is EFTSFFYRY. The binding affinity (normalized) is 0.0847. (5) The peptide sequence is QLAKRSEIL. The MHC is HLA-B27:05 with pseudo-sequence HLA-B27:05. The binding affinity (normalized) is 0.0847. (6) The peptide sequence is GLRWHVRAF. The MHC is HLA-A31:01 with pseudo-sequence HLA-A31:01. The binding affinity (normalized) is 0.0847. (7) The peptide sequence is RNMSRIFPY. The MHC is HLA-A02:03 with pseudo-sequence HLA-A02:03. The binding affinity (normalized) is 0.0847. (8) The peptide sequence is LRARGETYG. The MHC is Mamu-B08 with pseudo-sequence Mamu-B08. The binding affinity (normalized) is 0.135.